From a dataset of Ames mutagenicity test results for genotoxicity prediction. Regression/Classification. Given a drug SMILES string, predict its toxicity properties. Task type varies by dataset: regression for continuous values (e.g., LD50, hERG inhibition percentage) or binary classification for toxic/non-toxic outcomes (e.g., AMES mutagenicity, cardiotoxicity, hepatotoxicity). Dataset: ames. (1) The drug is Nc1ccccc1C(=O)OC1CCCCC1. The result is 0 (non-mutagenic). (2) The drug is CC(=O)C1(O)Cc2c(O)c3c(c(O)c2C(OC2CC(N)C(O)C(C)O2)C1)C(=O)c1c(O)cccc1C3=O. The result is 1 (mutagenic). (3) The compound is Brc1ccc2c(c1)C=CC1CCCCC21. The result is 0 (non-mutagenic). (4) The drug is CCCCC=O. The result is 0 (non-mutagenic). (5) The molecule is CNc1c(C)cc2ncccc2c1N. The result is 0 (non-mutagenic). (6) The molecule is NNc1nncc2ncccc12. The result is 1 (mutagenic).